This data is from Merck oncology drug combination screen with 23,052 pairs across 39 cell lines. The task is: Regression. Given two drug SMILES strings and cell line genomic features, predict the synergy score measuring deviation from expected non-interaction effect. Drug 1: N#Cc1ccc(Cn2cncc2CN2CCN(c3cccc(Cl)c3)C(=O)C2)cc1. Drug 2: COC1=C2CC(C)CC(OC)C(O)C(C)C=C(C)C(OC(N)=O)C(OC)C=CC=C(C)C(=O)NC(=CC1=O)C2=O. Cell line: UWB1289. Synergy scores: synergy=5.04.